The task is: Predict the reaction yield, written as a fraction of the theoretical maximum amount of product (1.0 means a 100% yield; for example, 0.34 means a 34% yield).. This data is from Reaction yield outcomes from USPTO patents with 853,638 reactions. (1) The reactants are [Cl-].O[NH3+:3].[C:4](=[O:7])([O-])[OH:5].[Na+].CS(C)=O.[CH2:13]([C:17]1[N:18]=[C:19]([CH3:46])[N:20]([C:40]2[CH:45]=[CH:44][CH:43]=[CH:42][CH:41]=2)[C:21](=[O:39])[C:22]=1[CH2:23][C:24]1[CH:29]=[CH:28][C:27]([C:30]2[C:31]([C:36]#[N:37])=[CH:32][CH:33]=[CH:34][CH:35]=2)=[CH:26][C:25]=1[F:38])[CH2:14][CH2:15][CH3:16]. The catalyst is O.C(OCC)(=O)C. The product is [CH2:13]([C:17]1[N:18]=[C:19]([CH3:46])[N:20]([C:40]2[CH:45]=[CH:44][CH:43]=[CH:42][CH:41]=2)[C:21](=[O:39])[C:22]=1[CH2:23][C:24]1[CH:29]=[CH:28][C:27]([C:30]2[CH:35]=[CH:34][CH:33]=[CH:32][C:31]=2[C:36]2[NH:3][C:4](=[O:7])[O:5][N:37]=2)=[CH:26][C:25]=1[F:38])[CH2:14][CH2:15][CH3:16]. The yield is 0.620. (2) The reactants are CNC1[S:7][CH:6]=[N:5]C=1.O.O[N:10]1[C:14]2[CH:15]=[CH:16][CH:16]=[CH:15][C:14]=2[N:10]=N1.Cl.CN(C)CCCN=C=NCC.[CH3:31][O:32][C:33]1[CH:38]=[CH:37][C:36]([S:39][C:40]2[C:41]([C:52]([OH:54])=O)=[N:42][C:43]([S:46][C:47]3[NH:51][CH:50]=[N:49][N:48]=3)=[CH:44][CH:45]=2)=[CH:35][CH:34]=1.C(=O)([O-])O.[Na+]. The catalyst is ClCCl. The product is [CH3:31][O:32][C:33]1[CH:38]=[CH:37][C:36]([S:39][C:40]2[C:41]([C:52]([NH:5][C:6]3[S:7][C:15]([CH3:16])=[CH:14][N:10]=3)=[O:54])=[N:42][C:43]([S:46][C:47]3[NH:51][CH:50]=[N:49][N:48]=3)=[CH:44][CH:45]=2)=[CH:35][CH:34]=1. The yield is 0.150. (3) The reactants are [F-].C([N+](CCCC)(CCCC)CCCC)CCC.[F:19][C:20]1[CH:21]=[CH:22][C:23]2[N:24]([C:26]([C:29]3[N:37]=[C:36]4[C:32]([N:33](COCC[Si](C)(C)C)[C:34](=[O:44])[N:35]4[CH:38]4[CH2:43][CH2:42][O:41][CH2:40][CH2:39]4)=[CH:31][N:30]=3)=[CH:27][N:28]=2)[CH:25]=1. The catalyst is O1CCCC1. The product is [F:19][C:20]1[CH:21]=[CH:22][C:23]2[N:24]([C:26]([C:29]3[N:37]=[C:36]4[C:32]([NH:33][C:34](=[O:44])[N:35]4[CH:38]4[CH2:39][CH2:40][O:41][CH2:42][CH2:43]4)=[CH:31][N:30]=3)=[CH:27][N:28]=2)[CH:25]=1. The yield is 0.760. (4) The reactants are [C:1]([C:3]1[CH:8]=[CH:7][C:6]([C:9]2[CH:10]=[N:11][N:12]([C:15]3[CH:23]=[CH:22][C:18]([C:19]([OH:21])=O)=[CH:17][N:16]=3)[C:13]=2[OH:14])=[CH:5][CH:4]=1)#[N:2].CCN(CC)CC.[NH2:31][CH2:32][CH2:33][CH2:34][N:35]([CH3:43])[C:36](=[O:42])[O:37][C:38]([CH3:41])([CH3:40])[CH3:39]. The catalyst is CN(C=O)C. The product is [C:1]([C:3]1[CH:4]=[CH:5][C:6]([C:9]2[CH:10]=[N:11][N:12]([C:15]3[CH:23]=[CH:22][C:18]([C:19]([NH:31][CH2:32][CH2:33][CH2:34][N:35]([CH3:43])[C:36](=[O:42])[O:37][C:38]([CH3:39])([CH3:41])[CH3:40])=[O:21])=[CH:17][N:16]=3)[C:13]=2[OH:14])=[CH:7][CH:8]=1)#[N:2]. The yield is 0.480.